From a dataset of Full USPTO retrosynthesis dataset with 1.9M reactions from patents (1976-2016). Predict the reactants needed to synthesize the given product. Given the product [C:1]1([C:7]2[N:12]=[CH:11][N:10]=[C:9]([CH2:13][OH:14])[CH:8]=2)[CH:2]=[CH:3][CH:4]=[CH:5][CH:6]=1, predict the reactants needed to synthesize it. The reactants are: [C:1]1([C:7]2[N:12]=[CH:11][N:10]=[C:9]([C:13](OCC)=[O:14])[CH:8]=2)[CH:6]=[CH:5][CH:4]=[CH:3][CH:2]=1.CO.